From a dataset of Reaction yield outcomes from USPTO patents with 853,638 reactions. Predict the reaction yield, written as a fraction of the theoretical maximum amount of product (1.0 means a 100% yield; for example, 0.34 means a 34% yield). The reactants are CN(C)S([N:6]1[C:14]([C:15]2[CH:16]=[N:17][CH:18]=[N:19][CH:20]=2)=[C:13]2[C:8]([C@@:9]3([C:30]4[CH:35]=[CH:34][CH:33]=[CH:32][CH:31]=4)[CH2:28][CH2:27][C:22]4(OCC[O:23]4)[C@@H:21]([CH3:29])[C@@H:10]3[CH2:11][CH2:12]2)=[N:7]1)(=O)=O.FC(F)(F)C(O)=O. The catalyst is ClCCl. The product is [CH3:29][C@H:21]1[C@@H:10]2[CH2:11][CH2:12][C:13]3[C:8]([C@@:9]2([C:30]2[CH:31]=[CH:32][CH:33]=[CH:34][CH:35]=2)[CH2:28][CH2:27][C:22]1=[O:23])=[N:7][NH:6][C:14]=3[C:15]1[CH:16]=[N:17][CH:18]=[N:19][CH:20]=1. The yield is 0.820.